From a dataset of Peptide-MHC class II binding affinity with 134,281 pairs from IEDB. Regression. Given a peptide amino acid sequence and an MHC pseudo amino acid sequence, predict their binding affinity value. This is MHC class II binding data. (1) The peptide sequence is SPLLTEGFKLLSSLV. The MHC is H-2-IAb with pseudo-sequence H-2-IAb. The binding affinity (normalized) is 0.130. (2) The peptide sequence is SRPYNIYPHGITDVHPLYSR. The MHC is DRB1_1501 with pseudo-sequence DRB1_1501. The binding affinity (normalized) is 0.0234. (3) The peptide sequence is INEPTAAAIAYGLDT. The MHC is HLA-DQA10501-DQB10301 with pseudo-sequence HLA-DQA10501-DQB10301. The binding affinity (normalized) is 0.823. (4) The peptide sequence is HWFSRENSYSGVEGEGL. The MHC is DRB1_0404 with pseudo-sequence DRB1_0404. The binding affinity (normalized) is 0.357.